Dataset: Catalyst prediction with 721,799 reactions and 888 catalyst types from USPTO. Task: Predict which catalyst facilitates the given reaction. (1) Reactant: [C:1]([C:3]1[CH:4]=[C:5]([C:9](=O)/[C:10](/[CH3:18])=[C:11](\[O-])/[C:12]([O:14][CH2:15][CH3:16])=[O:13])[CH:6]=[CH:7][CH:8]=1)#[N:2].[Li+].Cl.[NH2:22][NH2:23]. Product: [C:1]([C:3]1[CH:4]=[C:5]([C:9]2[NH:23][N:22]=[C:11]([C:12]([O:14][CH2:15][CH3:16])=[O:13])[C:10]=2[CH3:18])[CH:6]=[CH:7][CH:8]=1)#[N:2]. The catalyst class is: 8. (2) Reactant: [CH2:1]([N:3]([CH2:69][CH3:70])[C:4]1[CH:9]=[CH:8][C:7]([NH:10][C:11](=[O:49])[C:12]2[CH:48]=[CH:47][CH:46]=[C:14]([C:15]([N:17]([CH3:45])[CH2:18][CH2:19][N:20]([CH3:44])[CH2:21][CH2:22][O:23][CH2:24][CH2:25][O:26][CH2:27][CH2:28][O:29][CH2:30][CH2:31][NH:32][C:33](=[O:43])NCCN3CCOCC3)=[O:16])[CH:13]=2)=[C:6]([C:50]2[CH:55]=[C:54]([C:56](=[O:68])[NH:57][C@@H:58]3[C:67]4[C:62](=[CH:63][CH:64]=[CH:65][CH:66]=4)[CH2:61][CH2:60][CH2:59]3)[CH:53]=[CH:52][N:51]=2)[CH:5]=1)[CH3:2].[NH:71]([CH2:75][CH2:76][OH:77])[CH2:72][CH2:73][OH:74].C(N(CC)C1C=CC(NC(C2C=C(C(=O)N(C)CCN(C)CCOCCOCCOCCNC(=O)OC3C=CC([N+]([O-])=O)=CC=3)C=CC=2)=O)=C(C2C=C(C(=O)N[C@@H]3C4C(=CC=CC=4)CCC3)C=CN=2)C=1)C. Product: [CH2:69]([N:3]([CH2:1][CH3:2])[C:4]1[CH:9]=[CH:8][C:7]([NH:10][C:11](=[O:49])[C:12]2[CH:48]=[CH:47][CH:46]=[C:14]([C:15]([N:17]([CH2:18][CH2:19][N:20]([CH3:44])[CH2:21][CH2:22][O:23][CH2:24][CH2:25][O:26][CH2:27][CH2:28][O:29][CH2:30][CH2:31][NH:32][C:33](=[O:43])[N:71]([CH2:75][CH2:76][OH:77])[CH2:72][CH2:73][OH:74])[CH3:45])=[O:16])[CH:13]=2)=[C:6]([C:50]2[CH:55]=[C:54]([C:56](=[O:68])[NH:57][C@@H:58]3[C:67]4[C:62](=[CH:63][CH:64]=[CH:65][CH:66]=4)[CH2:61][CH2:60][CH2:59]3)[CH:53]=[CH:52][N:51]=2)[CH:5]=1)[CH3:70]. The catalyst class is: 599.